This data is from Forward reaction prediction with 1.9M reactions from USPTO patents (1976-2016). The task is: Predict the product of the given reaction. (1) Given the reactants [N:1]1[CH:6]=[CH:5][C:4]([N:7]2[CH2:12][CH2:11][N:10]([CH3:13])[CH2:9][C:8]2=[O:14])=[CH:3][CH:2]=1, predict the reaction product. The product is: [CH3:13][N:10]1[CH2:11][CH2:12][N:7]([CH:4]2[CH2:5][CH2:6][NH:1][CH2:2][CH2:3]2)[C:8](=[O:14])[CH2:9]1. (2) Given the reactants Cl.[CH:2]1([CH2:5][O:6][C:7]2[CH:8]=[C:9]([CH:12]=[CH:13][CH:14]=2)[CH2:10][NH2:11])[CH2:4][CH2:3]1.F[C:16]1[CH:24]=[N:23][CH:22]=[CH:21][C:17]=1[C:18]([OH:20])=[O:19], predict the reaction product. The product is: [CH:2]1([CH2:5][O:6][C:7]2[CH:8]=[C:9]([CH:12]=[CH:13][CH:14]=2)[CH2:10][NH:11][C:21]2[CH:22]=[N:23][CH:24]=[CH:16][C:17]=2[C:18]([OH:20])=[O:19])[CH2:4][CH2:3]1. (3) Given the reactants [Cl-].[Cl:2][CH2:3][C:4]([N:6]1[CH2:11][CH2:10][O:9][CH2:8][CH2:7]1)=[NH2+:5].C(N(CC)CC)C.[C:19]1([CH3:29])[CH:24]=[CH:23][C:22]([S:25](Cl)(=[O:27])=[O:26])=[CH:21][CH:20]=1, predict the reaction product. The product is: [Cl:2][CH2:3][C:4](=[N:5][S:25]([C:22]1[CH:23]=[CH:24][C:19]([CH3:29])=[CH:20][CH:21]=1)(=[O:27])=[O:26])[N:6]1[CH2:11][CH2:10][O:9][CH2:8][CH2:7]1. (4) Given the reactants [CH3:1][S:2][C:3]1[S:4][C:5]2[CH:11]=[C:10]([NH2:12])[CH:9]=[CH:8][C:6]=2[N:7]=1.O1CCOCC1.C1C=C[NH+]=CC=1.[Br:25][Br-]Br, predict the reaction product. The product is: [Br:25][C:11]1[C:5]2[S:4][C:3]([S:2][CH3:1])=[N:7][C:6]=2[CH:8]=[CH:9][C:10]=1[NH2:12]. (5) Given the reactants [CH:1]1([NH:4][C:5]([C:7]2[CH:12]=[CH:11][CH:10]=[C:9]([C:13]3[C:21]4[C:16](=[CH:17][CH:18]=[C:19]([CH:22]=[N:23]OCC)[CH:20]=4)[NH:15][N:14]=3)[CH:8]=2)=[O:6])[CH2:3][CH2:2]1.[NH2:27][NH:28][C:29](=O)[CH2:30][N:31]([CH3:33])[CH3:32].C[O-].[Na+], predict the reaction product. The product is: [CH3:32][N:31]([CH2:30][C:29]1[N:23]=[C:22]([C:19]2[CH:20]=[C:21]3[C:16](=[CH:17][CH:18]=2)[NH:15][N:14]=[C:13]3[C:9]2[CH:8]=[C:7]([C:5]([NH:4][CH:1]3[CH2:2][CH2:3]3)=[O:6])[CH:12]=[CH:11][CH:10]=2)[NH:27][N:28]=1)[CH3:33]. (6) Given the reactants [Br:1][C:2]1[CH:9]=[CH:8][C:7]([C:10]([F:13])([F:12])[F:11])=[CH:6][C:3]=1[CH:4]=O.[CH2:14]([NH2:16])[CH3:15], predict the reaction product. The product is: [Br:1][C:2]1[CH:9]=[CH:8][C:7]([C:10]([F:13])([F:12])[F:11])=[CH:6][C:3]=1[CH2:4][NH:16][CH2:14][CH3:15].